Dataset: Full USPTO retrosynthesis dataset with 1.9M reactions from patents (1976-2016). Task: Predict the reactants needed to synthesize the given product. (1) Given the product [C:4]([OH:5])(=[O:31])/[CH:3]=[CH:27]/[C:26]([OH:29])=[O:28].[N:16]12[CH2:21][CH2:20][CH:19]([CH2:18][CH2:17]1)[N:13]([C:10]1[CH:9]=[CH:8][C:7]([N:6]3[C:4](=[O:5])[C:3]4[CH:22]=[CH:23][CH:24]=[CH:25][C:2]=4[N:1]=[N:30]3)=[CH:12][CH:11]=1)[CH2:14][CH2:15]2, predict the reactants needed to synthesize it. The reactants are: [NH2:1][C:2]1[CH:25]=[CH:24][CH:23]=[CH:22][C:3]=1[C:4]([NH:6][C:7]1[CH:12]=[CH:11][C:10]([N:13]2[CH:19]3[CH2:20][CH2:21][N:16]([CH2:17][CH2:18]3)[CH2:15][CH2:14]2)=[CH:9][CH:8]=1)=[O:5].[C:26]([OH:29])(=[O:28])[CH3:27].[N:30]([O-])=[O:31].[Na+].N. (2) Given the product [Cl:11][C:12]1[CH:17]=[C:16]([C:2]2[CH:7]=[C:6]([O:8][CH3:9])[CH:5]=[C:4]([F:10])[CH:3]=2)[CH:15]=[CH:14][CH:13]=1, predict the reactants needed to synthesize it. The reactants are: Br[C:2]1[CH:7]=[C:6]([O:8][CH3:9])[CH:5]=[C:4]([F:10])[CH:3]=1.[Cl:11][C:12]1[CH:13]=[C:14](B(O)O)[CH:15]=[CH:16][CH:17]=1. (3) Given the product [C:1]([O:5][C:6](=[O:19])[NH:7][C:8]1([C:12]2[CH:17]=[CH:16][C:15]([C:20]#[N:21])=[CH:14][CH:13]=2)[CH2:11][CH2:10][CH2:9]1)([CH3:4])([CH3:3])[CH3:2], predict the reactants needed to synthesize it. The reactants are: [C:1]([O:5][C:6](=[O:19])[NH:7][C:8]1([C:12]2[CH:17]=[CH:16][C:15](Br)=[CH:14][CH:13]=2)[CH2:11][CH2:10][CH2:9]1)([CH3:4])([CH3:3])[CH3:2].[CH3:20][N:21](C=O)C.